This data is from NCI-60 drug combinations with 297,098 pairs across 59 cell lines. The task is: Regression. Given two drug SMILES strings and cell line genomic features, predict the synergy score measuring deviation from expected non-interaction effect. (1) Cell line: MOLT-4. Drug 2: CC1=C(C(=O)C2=C(C1=O)N3CC4C(C3(C2COC(=O)N)OC)N4)N. Synergy scores: CSS=60.4, Synergy_ZIP=2.67, Synergy_Bliss=2.85, Synergy_Loewe=-0.552, Synergy_HSA=4.40. Drug 1: CCC1(CC2CC(C3=C(CCN(C2)C1)C4=CC=CC=C4N3)(C5=C(C=C6C(=C5)C78CCN9C7C(C=CC9)(C(C(C8N6C=O)(C(=O)OC)O)OC(=O)C)CC)OC)C(=O)OC)O.OS(=O)(=O)O. (2) Drug 1: CN(CC1=CN=C2C(=N1)C(=NC(=N2)N)N)C3=CC=C(C=C3)C(=O)NC(CCC(=O)O)C(=O)O. Drug 2: CCC(=C(C1=CC=CC=C1)C2=CC=C(C=C2)OCCN(C)C)C3=CC=CC=C3.C(C(=O)O)C(CC(=O)O)(C(=O)O)O. Cell line: SK-MEL-5. Synergy scores: CSS=41.4, Synergy_ZIP=1.18, Synergy_Bliss=-1.81, Synergy_Loewe=-58.4, Synergy_HSA=-3.05. (3) Drug 1: C1=CC(=CC=C1C#N)C(C2=CC=C(C=C2)C#N)N3C=NC=N3. Drug 2: C1CCC(C(C1)N)N.C(=O)(C(=O)[O-])[O-].[Pt+4]. Cell line: ACHN. Synergy scores: CSS=18.9, Synergy_ZIP=-6.84, Synergy_Bliss=-0.209, Synergy_Loewe=-3.93, Synergy_HSA=-2.52. (4) Drug 1: CC1=C2C(C(=O)C3(C(CC4C(C3C(C(C2(C)C)(CC1OC(=O)C(C(C5=CC=CC=C5)NC(=O)OC(C)(C)C)O)O)OC(=O)C6=CC=CC=C6)(CO4)OC(=O)C)OC)C)OC. Drug 2: C1CC(=O)NC(=O)C1N2C(=O)C3=CC=CC=C3C2=O. Cell line: MDA-MB-231. Synergy scores: CSS=25.5, Synergy_ZIP=-2.50, Synergy_Bliss=-6.43, Synergy_Loewe=-29.6, Synergy_HSA=-6.15. (5) Drug 1: C1CCN(CC1)CCOC2=CC=C(C=C2)C(=O)C3=C(SC4=C3C=CC(=C4)O)C5=CC=C(C=C5)O. Drug 2: C1=CC(=CC=C1CCC2=CNC3=C2C(=O)NC(=N3)N)C(=O)NC(CCC(=O)O)C(=O)O. Cell line: SF-295. Synergy scores: CSS=23.5, Synergy_ZIP=-0.877, Synergy_Bliss=-2.78, Synergy_Loewe=-14.3, Synergy_HSA=-2.65.